From a dataset of CYP1A2 inhibition data for predicting drug metabolism from PubChem BioAssay. Regression/Classification. Given a drug SMILES string, predict its absorption, distribution, metabolism, or excretion properties. Task type varies by dataset: regression for continuous measurements (e.g., permeability, clearance, half-life) or binary classification for categorical outcomes (e.g., BBB penetration, CYP inhibition). Dataset: cyp1a2_veith. (1) The molecule is C[NH+](C)CCOC(=O)C1(c2ccccc2)CCOCC1.[Cl-]. The result is 0 (non-inhibitor). (2) The molecule is CCOC(=O)CCN1C(=O)[C@H]2CC[C@H]3/C(=N\NC(=O)OCC)C[C@@H](O)[C@@H](O)[C@@H]3[C@@H]2C1=O. The result is 0 (non-inhibitor). (3) The molecule is Cc1ccc(NC(=O)CSCC(=O)Nc2ccc(N3CCOCC3)c(Cl)c2)cc1. The result is 0 (non-inhibitor). (4) The result is 0 (non-inhibitor). The compound is CC[C@]1(O)C[C@H]2CN(CCc3c([nH]c4ccccc34)[C@](C(=O)OC)(c3cc4c(cc3OC)N(C=O)[C@H]3[C@@](O)(C(=O)OC)[C@H](OC(C)=O)[C@@]5(CC)C=CCN6CC[C@]43[C@H]65)C2)C1. (5) The molecule is c1ccc2c(NC3CC3)nc(-c3ccoc3)nc2c1. The result is 1 (inhibitor). (6) The molecule is Cc1nc2cnc(N(C)C)nc2n(C2CC2)c1=O. The result is 1 (inhibitor). (7) The molecule is CC[C@@H]1OC(=O)[C@H](C)[C@H](O[C@@H]2C[C@](C)(OC)[C@H](O)[C@H](C)O2)[C@H](C)[C@H](O[C@@H]2O[C@@H](C)C[C@@H](N(C)C)[C@@H]2O)[C@](C)(O)C[C@H](C)/C(=N/OCOCCOC)[C@H](C)[C@H](O)[C@]1(C)O. The result is 0 (non-inhibitor).